The task is: Predict the product of the given reaction.. This data is from Forward reaction prediction with 1.9M reactions from USPTO patents (1976-2016). The product is: [O:33]1[C:38]2[CH:39]=[CH:40][CH:41]=[CH:42][C:37]=2[O:36][CH2:35][CH:34]1[C:3](=[O:22])[CH2:4][C:5]1[N:9]2[CH:10]=[C:11]([CH3:14])[CH:12]=[CH:13][C:8]2=[N:7][C:6]=1[C:15]1[CH:20]=[CH:19][C:18]([CH3:21])=[CH:17][CH:16]=1. Given the reactants CO[C:3](=[O:22])[CH2:4][C:5]1[N:9]2[CH:10]=[C:11]([CH3:14])[CH:12]=[CH:13][C:8]2=[N:7][C:6]=1[C:15]1[CH:20]=[CH:19][C:18]([CH3:21])=[CH:17][CH:16]=1.C[Si](C)(C)[N-][Si](C)(C)C.[K+].[O:33]1[C:38]2[CH:39]=[CH:40][CH:41]=[CH:42][C:37]=2[O:36][CH2:35][CH:34]1C(Cl)=O.Cl.C([O-])([O-])=O.[K+].[K+], predict the reaction product.